Regression. Given two drug SMILES strings and cell line genomic features, predict the synergy score measuring deviation from expected non-interaction effect. From a dataset of NCI-60 drug combinations with 297,098 pairs across 59 cell lines. (1) Drug 1: C1=NC2=C(N=C(N=C2N1C3C(C(C(O3)CO)O)O)F)N. Drug 2: CCCCC(=O)OCC(=O)C1(CC(C2=C(C1)C(=C3C(=C2O)C(=O)C4=C(C3=O)C=CC=C4OC)O)OC5CC(C(C(O5)C)O)NC(=O)C(F)(F)F)O. Cell line: OVCAR3. Synergy scores: CSS=19.6, Synergy_ZIP=2.47, Synergy_Bliss=0.269, Synergy_Loewe=-19.6, Synergy_HSA=-1.27. (2) Drug 1: C1CN1C2=NC(=NC(=N2)N3CC3)N4CC4. Drug 2: COC1=CC(=CC(=C1O)OC)C2C3C(COC3=O)C(C4=CC5=C(C=C24)OCO5)OC6C(C(C7C(O6)COC(O7)C8=CC=CS8)O)O. Cell line: RXF 393. Synergy scores: CSS=42.0, Synergy_ZIP=-2.84, Synergy_Bliss=1.08, Synergy_Loewe=5.23, Synergy_HSA=5.96.